This data is from Forward reaction prediction with 1.9M reactions from USPTO patents (1976-2016). The task is: Predict the product of the given reaction. Given the reactants C(O)(C(F)(F)F)=O.[NH:8]1[C:12]2[CH:13]=[CH:14][CH:15]=[CH:16][C:11]=2[N:10]=[C:9]1[C:17]1[C:25]2[C:20](=[CH:21][CH:22]=[C:23]([NH:26][C:27]([NH:29][CH:30]3[CH2:32][CH2:31]3)=[O:28])[CH:24]=2)[N:19](C2CCCCO2)[N:18]=1, predict the reaction product. The product is: [NH:10]1[C:11]2[CH:16]=[CH:15][CH:14]=[CH:13][C:12]=2[N:8]=[C:9]1[C:17]1[C:25]2[C:20](=[CH:21][CH:22]=[C:23]([NH:26][C:27]([NH:29][CH:30]3[CH2:31][CH2:32]3)=[O:28])[CH:24]=2)[NH:19][N:18]=1.